This data is from Full USPTO retrosynthesis dataset with 1.9M reactions from patents (1976-2016). The task is: Predict the reactants needed to synthesize the given product. (1) Given the product [C:28]([O:32][C:33](=[O:38])[CH2:34][C:35]([O:10][C@H:9]([C:11]1[CH:16]=[CH:15][C:14]([O:17][CH:18]([F:20])[F:19])=[C:13]([O:21][CH2:22][CH:23]2[CH2:25][CH2:24]2)[CH:12]=1)[CH2:8][C:7]1[C:6]([Cl:26])=[CH:5][N+:4]([O-:27])=[CH:3][C:2]=1[Cl:1])=[O:36])([CH3:31])([CH3:30])[CH3:29], predict the reactants needed to synthesize it. The reactants are: [Cl:1][C:2]1[CH:3]=[N+:4]([O-:27])[CH:5]=[C:6]([Cl:26])[C:7]=1[CH2:8][C@@H:9]([C:11]1[CH:16]=[CH:15][C:14]([O:17][CH:18]([F:20])[F:19])=[C:13]([O:21][CH2:22][CH:23]2[CH2:25][CH2:24]2)[CH:12]=1)[OH:10].[C:28]([O:32][C:33](=[O:38])[CH2:34][C:35](O)=[O:36])([CH3:31])([CH3:30])[CH3:29].C(Cl)CCl. (2) Given the product [OH:8][C:9]1[C:18]([N:19]([CH3:21])[CH3:20])=[CH:17][CH:16]=[C:15]2[C:10]=1[CH2:11][CH2:12][NH:13][CH2:14]2, predict the reactants needed to synthesize it. The reactants are: C([O:8][C:9]1[C:18]([N:19]([CH3:21])[CH3:20])=[CH:17][CH:16]=[C:15]2[C:10]=1[CH2:11][CH2:12][N:13](C(OCC1C=CC=CC=1)=O)[CH2:14]2)C1C=CC=CC=1.